Dataset: Peptide-MHC class I binding affinity with 185,985 pairs from IEDB/IMGT. Task: Regression. Given a peptide amino acid sequence and an MHC pseudo amino acid sequence, predict their binding affinity value. This is MHC class I binding data. (1) The peptide sequence is SAINYALI. The MHC is H-2-Db with pseudo-sequence H-2-Db. The binding affinity (normalized) is 0.549. (2) The peptide sequence is FTNSQIFNI. The MHC is HLA-A02:02 with pseudo-sequence HLA-A02:02. The binding affinity (normalized) is 0.822.